Dataset: Full USPTO retrosynthesis dataset with 1.9M reactions from patents (1976-2016). Task: Predict the reactants needed to synthesize the given product. (1) Given the product [ClH:95].[ClH:95].[OH:57][NH:58][C:59]([C:61]1([S:71]([C:74]2[CH:75]=[CH:76][C:77]([C:80]3[CH:85]=[N:84][C:83]([CH2:86][CH2:87][C:88]([F:94])([F:93])[C:89]([F:92])([F:90])[F:91])=[CH:82][N:81]=3)=[CH:78][CH:79]=2)(=[O:72])=[O:73])[CH2:62][CH2:63][N:64]([CH2:67][CH2:68][O:69][CH3:70])[CH2:65][CH2:66]1)=[O:60], predict the reactants needed to synthesize it. The reactants are: C(OC(C1(S(C2C=CC(C3C=NC(CCC(F)(F)C(F)(F)F)=CN=3)=CC=2)(=O)=O)CCN(CC2C=CC=CC=2)CC1)=O)(C)(C)C.CCOC(C)=O.O1CCCCC1[O:57][NH:58][C:59]([C:61]1([S:71]([C:74]2[CH:79]=[CH:78][C:77]([C:80]3[CH:85]=[N:84][C:83]([CH2:86][CH2:87][C:88]([F:94])([F:93])[C:89]([F:92])([F:91])[F:90])=[CH:82][N:81]=3)=[CH:76][CH:75]=2)(=[O:73])=[O:72])[CH2:66][CH2:65][N:64]([CH2:67][CH2:68][O:69][CH3:70])[CH2:63][CH2:62]1)=[O:60].[ClH:95]. (2) Given the product [C:1]1([S:7]([N:10]2[C:11]3=[N:12][CH:13]=[C:14]([S:18][CH3:19])[CH:15]=[C:16]3[CH:21]=[C:20]2[C:22]2[CH:27]=[CH:26][CH:25]=[CH:24][N:23]=2)(=[O:9])=[O:8])[CH:6]=[CH:5][CH:4]=[CH:3][CH:2]=1, predict the reactants needed to synthesize it. The reactants are: [C:1]1([S:7]([NH:10][C:11]2[C:16](I)=[CH:15][C:14]([S:18][CH3:19])=[CH:13][N:12]=2)(=[O:9])=[O:8])[CH:6]=[CH:5][CH:4]=[CH:3][CH:2]=1.[C:20]([C:22]1[CH:27]=[CH:26][CH:25]=[CH:24][N:23]=1)#[CH:21].O. (3) Given the product [CH2:13]([N:20]1[C@@H:25]2[C@H:26]([C:28]3[N:32]=[N:31][N:30]([CH2:64][CH2:63][NH:62][C:60]([O:59][C:55]([CH3:58])([CH3:57])[CH3:56])=[O:61])[N:29]=3)[CH2:27][C@@:21]1([C:49]1[CH:54]=[CH:53][CH:52]=[CH:51][CH:50]=1)[C@H:22]([O:33][CH2:34][C:35]1[CH:36]=[C:37]([C:45]([F:48])([F:47])[F:46])[CH:38]=[C:39]([C:41]([F:42])([F:43])[F:44])[CH:40]=1)[CH2:23][CH2:24]2)[C:14]1[CH:19]=[CH:18][CH:17]=[CH:16][CH:15]=1, predict the reactants needed to synthesize it. The reactants are: CCOC(/N=N/C(OCC)=O)=O.[CH2:13]([N:20]1[C@@H:25]2[C@H:26]([C:28]3[NH:32][N:31]=[N:30][N:29]=3)[CH2:27][C@@:21]1([C:49]1[CH:54]=[CH:53][CH:52]=[CH:51][CH:50]=1)[C@H:22]([O:33][CH2:34][C:35]1[CH:40]=[C:39]([C:41]([F:44])([F:43])[F:42])[CH:38]=[C:37]([C:45]([F:48])([F:47])[F:46])[CH:36]=1)[CH2:23][CH2:24]2)[C:14]1[CH:19]=[CH:18][CH:17]=[CH:16][CH:15]=1.[C:55]([O:59][C:60]([NH:62][CH2:63][CH2:64]O)=[O:61])([CH3:58])([CH3:57])[CH3:56].C1(P(C2C=CC=CC=2)C2C=CC=CC=2)C=CC=CC=1. (4) Given the product [NH2:1][C:2]1[S:3][CH:4]=[C:5]([C:10]2[CH:15]=[CH:14][C:13]([NH:16][C:24]([NH:23][C:17]3[CH:22]=[CH:21][CH:20]=[CH:19][CH:18]=3)=[O:25])=[CH:12][CH:11]=2)[C:6]=1[C:7]([NH2:9])=[O:8], predict the reactants needed to synthesize it. The reactants are: [NH2:1][C:2]1[S:3][CH:4]=[C:5]([C:10]2[CH:15]=[CH:14][C:13]([NH2:16])=[CH:12][CH:11]=2)[C:6]=1[C:7]([NH2:9])=[O:8].[C:17]1([N:23]=[C:24]=[O:25])[CH:22]=[CH:21][CH:20]=[CH:19][CH:18]=1. (5) Given the product [Cl:1][C:2]1[CH:3]=[C:4]([C:8]([OH:10])=[O:9])[S:5][C:6]=1[CH:26]([OH:29])[CH2:27][CH3:28], predict the reactants needed to synthesize it. The reactants are: [Cl:1][C:2]1[CH:3]=[C:4]([C:8]([OH:10])=[O:9])[S:5][C:6]=1Cl.[Li+].C[Si]([N-][Si](C)(C)C)(C)C.C([Li])(C)(C)C.[CH:26](=[O:29])[CH2:27][CH3:28].Cl. (6) Given the product [CH3:17][S:18]([O:14][CH:11]1[CH2:12][CH2:13][N:8]([CH2:1][C:2]2[CH:3]=[CH:4][CH:5]=[CH:6][CH:7]=2)[CH2:9][CH2:10]1)(=[O:20])=[O:19], predict the reactants needed to synthesize it. The reactants are: [CH2:1]([N:8]1[CH2:13][CH2:12][CH:11]([OH:14])[CH2:10][CH2:9]1)[C:2]1[CH:7]=[CH:6][CH:5]=[CH:4][CH:3]=1.[OH-].[Na+].[CH3:17][S:18](Cl)(=[O:20])=[O:19].[Na+].[Cl-]. (7) Given the product [CH:38]1([N:28]([CH2:29][C:30]2[CH:31]=[CH:32][C:33]([O:36][CH3:37])=[CH:34][CH:35]=2)[C:11]2[C:12]3[N:13]([C:15]([C:18](=[O:19])[NH:20][C:21]4[CH:26]=[CH:25][N:24]=[CH:23][C:22]=4[F:27])=[CH:16][N:17]=3)[N:14]=[C:9]([NH:8][C@H:5]3[CH2:4][CH2:3][C@H:2]([NH:1][C:41](=[O:42])[O:43][C:44]([CH3:47])([CH3:46])[CH3:45])[CH2:7][CH2:6]3)[CH:10]=2)[CH2:39][CH2:40]1, predict the reactants needed to synthesize it. The reactants are: [NH2:1][C@H:2]1[CH2:7][CH2:6][C@H:5]([NH:8][C:9]2[CH:10]=[C:11]([N:28]([CH:38]3[CH2:40][CH2:39]3)[CH2:29][C:30]3[CH:35]=[CH:34][C:33]([O:36][CH3:37])=[CH:32][CH:31]=3)[C:12]3[N:13]([C:15]([C:18]([NH:20][C:21]4[CH:26]=[CH:25][N:24]=[CH:23][C:22]=4[F:27])=[O:19])=[CH:16][N:17]=3)[N:14]=2)[CH2:4][CH2:3]1.[C:41](O[C:41]([O:43][C:44]([CH3:47])([CH3:46])[CH3:45])=[O:42])([O:43][C:44]([CH3:47])([CH3:46])[CH3:45])=[O:42].C(N(CC)CC)C. (8) The reactants are: [NH2:1][C:2]1[C:7]([C:8]2[O:12][N:11]=[C:10]([CH2:13][C:14]3[CH:19]=[CH:18][C:17]([OH:20])=[CH:16][CH:15]=3)[CH:9]=2)=[CH:6][CH:5]=[CH:4][N:3]=1.O1CCCC1.[OH-].[Na+].Cl[CH2:29][C:30]1[S:31][CH:32]=[CH:33][N:34]=1. Given the product [S:31]1[CH:32]=[CH:33][N:34]=[C:30]1[CH2:29][O:20][C:17]1[CH:18]=[CH:19][C:14]([CH2:13][C:10]2[CH:9]=[C:8]([C:7]3[C:2]([NH2:1])=[N:3][CH:4]=[CH:5][CH:6]=3)[O:12][N:11]=2)=[CH:15][CH:16]=1, predict the reactants needed to synthesize it. (9) Given the product [CH2:19]([C:3]1([CH2:1][CH3:2])[O:21][C:12](=[O:18])[NH:11][C@H:4]1[C:5]1[CH:6]=[CH:7][CH:8]=[CH:9][CH:10]=1)[CH3:20], predict the reactants needed to synthesize it. The reactants are: [CH2:1]([C:3]([OH:21])([CH2:19][CH3:20])[C@H:4]([NH:11][C:12](=[O:18])OC(C)(C)C)[C:5]1[CH:10]=[CH:9][CH:8]=[CH:7][CH:6]=1)[CH3:2].CC(C)([O-])C.[K+].CCOC(C)=O.